Dataset: Catalyst prediction with 721,799 reactions and 888 catalyst types from USPTO. Task: Predict which catalyst facilitates the given reaction. (1) Reactant: [NH2:1][C@H:2]([CH2:4][CH2:5][CH2:6][CH2:7][CH3:8])[CH3:3].[CH:9](=O)[C:10]1[CH:15]=[CH:14][CH:13]=[CH:12][CH:11]=1.C(O[BH-](OC(=O)C)OC(=O)C)(=O)C.[Na+].[OH-].[Na+]. Product: [CH2:9]([NH:1][C@H:2]([CH2:4][CH2:5][CH2:6][CH2:7][CH3:8])[CH3:3])[C:10]1[CH:15]=[CH:14][CH:13]=[CH:12][CH:11]=1. The catalyst class is: 585. (2) Reactant: [CH3:1][C:2]1[CH:8]=[CH:7][C:5]([NH2:6])=[CH:4][C:3]=1[N:9]1[C:16]2[N:12]([N:13]=[C:14]([C:17]3[CH:18]=[N:19][CH:20]=[CH:21][CH:22]=3)[CH:15]=2)[CH:11]=[CH:10]1.[F:23][S:24]([F:37])([F:36])([F:35])([F:34])[C:25]1[CH:26]=[C:27]([CH:31]=[CH:32][CH:33]=1)[C:28](O)=[O:29].CN(C(ON1N=NC2C=CC=NC1=2)=[N+](C)C)C.F[P-](F)(F)(F)(F)F.C(N(CC)C(C)C)(C)C.[OH-].[Na+]. Product: [CH3:1][C:2]1[CH:8]=[CH:7][C:5]([NH:6][C:28](=[O:29])[C:27]2[CH:31]=[CH:32][CH:33]=[C:25]([S:24]([F:37])([F:23])([F:34])([F:35])[F:36])[CH:26]=2)=[CH:4][C:3]=1[N:9]1[C:16]2[N:12]([N:13]=[C:14]([C:17]3[CH:18]=[N:19][CH:20]=[CH:21][CH:22]=3)[CH:15]=2)[CH:11]=[CH:10]1. The catalyst class is: 3. (3) Reactant: Cl[C:2]1[N:7]=[CH:6][N:5]=[C:4]([NH2:8])[C:3]=1[CH:9]([CH3:11])[CH3:10].[N:12]1([CH2:16][CH2:17][N:18]2[CH:22]=[C:21]([C:23]3[CH:28]=[CH:27][C:26]([F:29])=[C:25]([CH3:30])[CH:24]=3)[N:20]=[C:19]2[CH:31]2[CH2:36][CH2:35][NH:34][CH2:33][C:32]2([F:38])[F:37])[CH2:15][CH2:14][CH2:13]1.N1CCCN2CCCCCC=12. Product: [N:12]1([CH2:16][CH2:17][N:18]2[CH:22]=[C:21]([C:23]3[CH:28]=[CH:27][C:26]([F:29])=[C:25]([CH3:30])[CH:24]=3)[N:20]=[C:19]2[CH:31]2[CH2:36][CH2:35][N:34]([C:2]3[N:7]=[CH:6][N:5]=[C:4]([NH2:8])[C:3]=3[CH:9]([CH3:11])[CH3:10])[CH2:33][C:32]2([F:37])[F:38])[CH2:15][CH2:14][CH2:13]1. The catalyst class is: 37. (4) Reactant: [CH3:1][N:2]1[C@@:6]2([CH2:20][C:9]3[CH:10]=[C:11]4[C:16](=[CH:17][C:8]=3[CH2:7]2)[N:15]=[C:14]([CH:18]=[O:19])[CH:13]=[CH:12]4)[C:5](=[O:21])[NH:4][C:3]1=[O:22].[CH3:23]/C=C(/C=O)\C. Product: [CH3:23][C:13]1[C:14]([CH:18]=[O:19])=[N:15][C:16]2[C:11]([CH:12]=1)=[CH:10][C:9]1[CH2:20][C@@:6]3([CH2:7][C:8]=1[CH:17]=2)[C:5](=[O:21])[NH:4][C:3](=[O:22])[N:2]3[CH3:1]. The catalyst class is: 6. (5) Reactant: Cl[C:2]1[C:7]([N+:8]([O-:10])=[O:9])=[C:6]([Cl:11])[N:5]=[C:4](C)[C:3]=1[C:13]([OH:15])=[O:14].[CH2:16](N(CC)CC)[CH3:17].[NH3:23].O1CCOCC1. Product: [CH2:16]([O:15][C:13]([C:3]1[CH:4]=[N:5][C:6]([Cl:11])=[C:7]([N+:8]([O-:10])=[O:9])[C:2]=1[NH2:23])=[O:14])[CH3:17]. The catalyst class is: 4. (6) Reactant: [CH:1]([O:4][C:5]1[CH:25]=[CH:24][CH:23]=[CH:22][C:6]=1[O:7][CH2:8][CH2:9][CH2:10][N:11]1[C:19](=O)[C:18]2[C:13](=[CH:14][CH:15]=[CH:16][CH:17]=2)C1=O)([CH3:3])[CH3:2].C(OC1C=CC=CC=1O)(C)C.C([O-])([O-])=O.[K+].[K+].BrCCC[N:47]1[C:55](=[O:56])C2[C:49](=[CH:50][CH:51]=[CH:52]C=2)[C:48]1=O. Product: [CH:1]([O:4][C:5]1[CH:25]=[CH:24][CH:23]=[CH:22][C:6]=1[O:7][CH2:8][CH2:9][CH2:10][NH:11][CH2:19][C:18]1[CH:17]=[C:16]([C:55]([N:47]2[CH2:52][CH2:51][CH2:50][CH2:49][CH2:48]2)=[O:56])[CH:15]=[CH:14][CH:13]=1)([CH3:2])[CH3:3]. The catalyst class is: 3. (7) Reactant: [S:1]1[CH:5]=[CH:4][CH:3]=[C:2]1B(O)O.Cl[C:10]1[CH:15]=[CH:14][C:13]([C:16]([F:19])([F:18])[F:17])=[CH:12][N:11]=1.C(=O)([O-])[O-].[K+].[K+].O. Product: [S:1]1[CH:5]=[CH:4][CH:3]=[C:2]1[C:10]1[CH:15]=[CH:14][C:13]([C:16]([F:19])([F:18])[F:17])=[CH:12][N:11]=1. The catalyst class is: 216.